From a dataset of CYP2D6 inhibition data for predicting drug metabolism from PubChem BioAssay. Regression/Classification. Given a drug SMILES string, predict its absorption, distribution, metabolism, or excretion properties. Task type varies by dataset: regression for continuous measurements (e.g., permeability, clearance, half-life) or binary classification for categorical outcomes (e.g., BBB penetration, CYP inhibition). Dataset: cyp2d6_veith. (1) The compound is Cc1cc(N2C(=O)C(O)=C(C(=O)c3cccs3)C2c2cccc(O)c2)no1. The result is 0 (non-inhibitor). (2) The compound is Cc1ccc(C)n1NC(=O)c1ccccc1. The result is 0 (non-inhibitor). (3) The compound is N[C@H](Cn1ccc(=O)n(Cc2ccccc2C(=O)O)c1=O)C(=O)O. The result is 0 (non-inhibitor). (4) The drug is COCCN1CN=C(Nc2nc3ccccc3o2)NC1. The result is 0 (non-inhibitor). (5) The compound is C[C@H]1CC[C@H](C(=O)O)N[C@@H]1c1ccc(C#Cc2ccccc2)cc1. The result is 0 (non-inhibitor). (6) The molecule is O=C(O)c1cc([N+](=O)[O-])ccc1NCCCc1ccccc1. The result is 0 (non-inhibitor).